From a dataset of Full USPTO retrosynthesis dataset with 1.9M reactions from patents (1976-2016). Predict the reactants needed to synthesize the given product. Given the product [ClH:26].[F:25][C:2]1([F:1])[CH2:6][CH2:5][C@@H:4]([C@@:7]([OH:24])([C:17]2[CH:18]=[CH:19][C:20]([Br:23])=[CH:21][CH:22]=2)[C:8]([O:10][CH:11]2[CH2:12][CH2:13][N:14]([CH:27]=[NH:31])[CH2:15][CH2:16]2)=[O:9])[CH2:3]1, predict the reactants needed to synthesize it. The reactants are: [F:1][C:2]1([F:25])[CH2:6][CH2:5][C@@H:4]([C@@:7]([OH:24])([C:17]2[CH:22]=[CH:21][C:20]([Br:23])=[CH:19][CH:18]=2)[C:8]([O:10][CH:11]2[CH2:16][CH2:15][NH:14][CH2:13][CH2:12]2)=[O:9])[CH2:3]1.[ClH:26].[CH:27](=[NH:31])OCC.